Dataset: Catalyst prediction with 721,799 reactions and 888 catalyst types from USPTO. Task: Predict which catalyst facilitates the given reaction. (1) Reactant: [NH2:1][C:2]1[CH:9]=[CH:8][C:5]([C:6]#[N:7])=[CH:4][C:3]=1[CH2:10][OH:11].CCN(C(C)C)C(C)C.Cl[C:22](OCC)=[O:23]. The catalyst class is: 1. Product: [O:23]=[C:22]1[NH:1][C:2]2[CH:9]=[CH:8][C:5]([C:6]#[N:7])=[CH:4][C:3]=2[CH2:10][O:11]1. (2) Reactant: S(Cl)(Cl)=O.[C:5]1([C:11]2[N:12]=[CH:13][S:14][C:15]=2C(O)=O)[CH:10]=[CH:9][CH:8]=[CH:7][CH:6]=1.[N-:19]=[N+]=[N-].[Na+].C([O:25][CH2:26]C)C. Product: [N:12]1[C:11]2[C:5]3[CH:6]=[CH:7][CH:8]=[CH:9][C:10]=3[C:26](=[O:25])[NH:19][C:15]=2[S:14][CH:13]=1. The catalyst class is: 638. (3) Reactant: [CH:1]1([CH2:4][S:5]([CH:8]2[CH2:13][CH2:12][C:11]([CH2:18][NH:19][C:20](=[O:33])[C:21]3[CH:26]=[CH:25][C:24]([C:27]([F:30])([F:29])[F:28])=[N:23][C:22]=3SC)([CH2:14][CH:15]3[CH2:17][CH2:16]3)[CH2:10][CH2:9]2)(=O)=[O:6])[CH2:3][CH2:2]1.O[O:35][S:36]([O-:38])=O.[K+].[C:40](=O)([O-])O.[Na+].[OH2:45]. Product: [CH:1]1([CH2:4][S:5]([CH:8]2[CH2:9][CH2:10][C:11]([CH2:18][NH:19][C:20](=[O:33])[C:21]3[CH:26]=[CH:25][C:24]([C:27]([F:30])([F:28])[F:29])=[N:23][C:22]=3[S:36]([CH3:40])(=[O:38])=[O:35])([CH2:14][CH:15]3[CH2:16][CH2:17]3)[CH2:12][CH2:13]2)(=[O:6])=[O:45])[CH2:3][CH2:2]1. The catalyst class is: 21. (4) Reactant: C([O:8][C:9]1[CH:10]=[C:11]([O:31][CH3:32])[C:12]([N+:28]([O-])=O)=[C:13]([N:15]2[CH:19]=[C:18]([CH3:20])[N:17]=[C:16]2[C:21]2[CH:22]=[N:23][CH:24]=[CH:25][C:26]=2[CH3:27])[CH:14]=1)C1C=CC=CC=1.C1COCC1. Product: [NH2:28][C:12]1[C:13]([N:15]2[CH:19]=[C:18]([CH3:20])[N:17]=[C:16]2[C:21]2[CH:22]=[N:23][CH:24]=[CH:25][C:26]=2[CH3:27])=[CH:14][C:9]([OH:8])=[CH:10][C:11]=1[O:31][CH3:32]. The catalyst class is: 43. (5) Reactant: [CH3:1][S:2][C:3]1[N:8]=[C:7]([NH:9][C:10]2([C:13]3[CH:18]=[CH:17][CH:16]=[CH:15][CH:14]=3)[CH2:12][CH2:11]2)[C:6]([C:19]([NH2:21])=[O:20])=[CH:5][N:4]=1.C(OO)(C)=[O:23]. Product: [CH3:1][S:2]([C:3]1[N:8]=[C:7]([NH:9][C:10]2([C:13]3[CH:14]=[CH:15][CH:16]=[CH:17][CH:18]=3)[CH2:11][CH2:12]2)[C:6]([C:19]([NH2:21])=[O:20])=[CH:5][N:4]=1)=[O:23]. The catalyst class is: 751. (6) Reactant: Cl.[CH3:2][C:3]1[CH:4]=[C:5]([NH:10][NH2:11])[CH:6]=[CH:7][C:8]=1[CH3:9].[CH3:12][CH:13]([CH3:19])[C:14](=O)[CH2:15][C:16]#[N:17].Cl. Product: [CH3:2][C:3]1[CH:4]=[C:5]([N:10]2[C:16]([NH2:17])=[CH:15][C:14]([CH:13]([CH3:19])[CH3:12])=[N:11]2)[CH:6]=[CH:7][C:8]=1[CH3:9]. The catalyst class is: 14. (7) Reactant: [CH3:1][C:2]([CH3:15])([CH3:14])[C:3]#[C:4][C:5]1[S:9][C:8]([C:10]([OH:12])=[O:11])=[C:7]([I:13])[CH:6]=1.[CH3:16]N(C=O)C.C(Cl)(=O)C(Cl)=O. Product: [CH3:16][O:11][C:10]([C:8]1[S:9][C:5]([C:4]#[C:3][C:2]([CH3:15])([CH3:14])[CH3:1])=[CH:6][C:7]=1[I:13])=[O:12]. The catalyst class is: 4.